Dataset: NCI-60 drug combinations with 297,098 pairs across 59 cell lines. Task: Regression. Given two drug SMILES strings and cell line genomic features, predict the synergy score measuring deviation from expected non-interaction effect. (1) Drug 1: C1=C(C(=O)NC(=O)N1)N(CCCl)CCCl. Drug 2: CCN(CC)CCCC(C)NC1=C2C=C(C=CC2=NC3=C1C=CC(=C3)Cl)OC. Cell line: HS 578T. Synergy scores: CSS=13.5, Synergy_ZIP=-4.43, Synergy_Bliss=-1.29, Synergy_Loewe=-1.32, Synergy_HSA=-0.0135. (2) Drug 1: CCC1=CC2CC(C3=C(CN(C2)C1)C4=CC=CC=C4N3)(C5=C(C=C6C(=C5)C78CCN9C7C(C=CC9)(C(C(C8N6C)(C(=O)OC)O)OC(=O)C)CC)OC)C(=O)OC.C(C(C(=O)O)O)(C(=O)O)O. Drug 2: B(C(CC(C)C)NC(=O)C(CC1=CC=CC=C1)NC(=O)C2=NC=CN=C2)(O)O. Cell line: UACC62. Synergy scores: CSS=47.3, Synergy_ZIP=0.260, Synergy_Bliss=0.661, Synergy_Loewe=0.136, Synergy_HSA=0.0312. (3) Drug 1: CC1OCC2C(O1)C(C(C(O2)OC3C4COC(=O)C4C(C5=CC6=C(C=C35)OCO6)C7=CC(=C(C(=C7)OC)O)OC)O)O. Drug 2: CC1=C(C=C(C=C1)NC(=O)C2=CC=C(C=C2)CN3CCN(CC3)C)NC4=NC=CC(=N4)C5=CN=CC=C5. Cell line: HCT116. Synergy scores: CSS=56.2, Synergy_ZIP=2.46, Synergy_Bliss=4.59, Synergy_Loewe=-17.1, Synergy_HSA=3.43. (4) Drug 1: CN1C(=O)N2C=NC(=C2N=N1)C(=O)N. Drug 2: N.N.Cl[Pt+2]Cl. Cell line: OVCAR-8. Synergy scores: CSS=28.0, Synergy_ZIP=-8.05, Synergy_Bliss=-4.81, Synergy_Loewe=-12.5, Synergy_HSA=-3.09. (5) Drug 1: C(CCl)NC(=O)N(CCCl)N=O. Drug 2: N.N.Cl[Pt+2]Cl. Cell line: LOX IMVI. Synergy scores: CSS=61.2, Synergy_ZIP=0.879, Synergy_Bliss=0.243, Synergy_Loewe=3.56, Synergy_HSA=6.00.